Dataset: Peptide-MHC class II binding affinity with 134,281 pairs from IEDB. Task: Regression. Given a peptide amino acid sequence and an MHC pseudo amino acid sequence, predict their binding affinity value. This is MHC class II binding data. (1) The peptide sequence is RNEVVNDVSTYASGK. The MHC is DRB1_0802 with pseudo-sequence DRB1_0802. The binding affinity (normalized) is 0.607. (2) The MHC is DRB3_0202 with pseudo-sequence DRB3_0202. The binding affinity (normalized) is 0.879. The peptide sequence is YDKFLANWSTVLTGK. (3) The peptide sequence is YDKFLGNVSTVLTGK. The MHC is DRB1_1602 with pseudo-sequence DRB1_1602. The binding affinity (normalized) is 0.615. (4) The peptide sequence is RIDTPEVLKGPFTVR. The MHC is HLA-DPA10201-DPB10501 with pseudo-sequence HLA-DPA10201-DPB10501. The binding affinity (normalized) is 0. (5) The peptide sequence is IPVMAYLVGLFAWVL. The MHC is HLA-DQA10301-DQB10302 with pseudo-sequence HLA-DQA10301-DQB10302. The binding affinity (normalized) is 0.142.